This data is from Peptide-MHC class II binding affinity with 134,281 pairs from IEDB. The task is: Regression. Given a peptide amino acid sequence and an MHC pseudo amino acid sequence, predict their binding affinity value. This is MHC class II binding data. (1) The peptide sequence is STIFPFRRLFMVADV. The MHC is HLA-DQA10301-DQB10302 with pseudo-sequence HLA-DQA10301-DQB10302. The binding affinity (normalized) is 0.332. (2) The peptide sequence is VFKEKVDTRAKDPPA. The MHC is DRB1_1301 with pseudo-sequence DRB1_1301. The binding affinity (normalized) is 0.377. (3) The peptide sequence is WYNRCHAAN. The MHC is DRB1_0401 with pseudo-sequence DRB1_0401. The binding affinity (normalized) is 0. (4) The peptide sequence is EKKYFAAKQFEPLAA. The MHC is HLA-DPA10201-DPB11401 with pseudo-sequence HLA-DPA10201-DPB11401. The binding affinity (normalized) is 0.519. (5) The peptide sequence is YRIAARPGAVTRRAA. The MHC is HLA-DQA10301-DQB10302 with pseudo-sequence HLA-DQA10301-DQB10302. The binding affinity (normalized) is 0.192. (6) The peptide sequence is AQLGYTIRQLERLLQ. The MHC is HLA-DPA10103-DPB10301 with pseudo-sequence HLA-DPA10103-DPB10301. The binding affinity (normalized) is 0.450.